Dataset: Forward reaction prediction with 1.9M reactions from USPTO patents (1976-2016). Task: Predict the product of the given reaction. (1) Given the reactants [CH3:1][O:2][C:3](=[O:9])[C@H:4]([C@@H:6]([CH3:8])[OH:7])[NH2:5].Cl.C(N([CH2:16][CH3:17])CC)C.[I:18][C:19]1[CH:20]=[C:21]([OH:28])[C:22](=[CH:26][CH:27]=1)[C:23]([OH:25])=O.C1C=CC2N([OH:38])N=NC=2C=1.C1CCC(N=C=NC2CCCCC2)CC1, predict the reaction product. The product is: [C:16]([O:28][C:21]1[CH:20]=[C:19]([I:18])[CH:27]=[CH:26][C:22]=1[C:23]([NH:5][C@@H:4]([C@H:6]([OH:7])[CH3:8])[C:3]([O:2][CH3:1])=[O:9])=[O:25])(=[O:38])[CH3:17]. (2) Given the reactants [NH2:1][C:2]1[CH:3]=[C:4]2[C:9](=[CH:10][CH:11]=1)[N:8]([CH3:12])[C:7](=[O:13])[CH:6]=[C:5]2[C:14]([F:17])([F:16])[F:15].[Cl:18][C:19]1[CH:24]=[CH:23][C:22]([CH2:25][CH2:26][N:27]=[C:28]=[S:29])=[CH:21][CH:20]=1, predict the reaction product. The product is: [Cl:18][C:19]1[CH:20]=[CH:21][C:22]([CH2:25][CH2:26][NH:27][C:28]([NH:1][C:2]2[CH:3]=[C:4]3[C:9](=[CH:10][CH:11]=2)[N:8]([CH3:12])[C:7](=[O:13])[CH:6]=[C:5]3[C:14]([F:17])([F:15])[F:16])=[S:29])=[CH:23][CH:24]=1. (3) Given the reactants [N:1]1([C:6]2[CH:24]=[CH:23][C:9]([CH2:10][C:11]3[C:12]([CH3:22])=[CH:13][C:14]([OH:21])=[C:15]([CH:20]=3)[C:16]([O:18][CH3:19])=[O:17])=[CH:8][CH:7]=2)[CH:5]=[CH:4][CH:3]=[N:2]1.[H-].[Na+].C1C=CC(N([S:34]([C:37]([F:40])([F:39])[F:38])(=[O:36])=[O:35])[S:34]([C:37]([F:40])([F:39])[F:38])(=[O:36])=[O:35])=CC=1.Cl, predict the reaction product. The product is: [N:1]1([C:6]2[CH:7]=[CH:8][C:9]([CH2:10][C:11]3[C:12]([CH3:22])=[CH:13][C:14]([O:21][S:34]([C:37]([F:40])([F:39])[F:38])(=[O:36])=[O:35])=[C:15]([CH:20]=3)[C:16]([O:18][CH3:19])=[O:17])=[CH:23][CH:24]=2)[CH:5]=[CH:4][CH:3]=[N:2]1. (4) Given the reactants [F:1][C:2]1[CH:11]=[CH:10][C:5]2[NH:6][C:7]([SH:9])=[N:8][C:4]=2[CH:3]=1.[CH2:12]([O:14][C:15](=[O:21])[CH2:16][CH2:17][CH2:18][CH2:19]Br)[CH3:13].C([O-])([O-])=O.[K+].[K+], predict the reaction product. The product is: [CH2:12]([O:14][C:15]([CH2:16][CH2:17][CH2:18][CH2:19][S:9][C:7]1[NH:8][C:4]2[CH:3]=[C:2]([F:1])[CH:11]=[CH:10][C:5]=2[N:6]=1)=[O:21])[CH3:13]. (5) Given the reactants [CH2:1]1[C:9]2[C:4](=[CH:5][C:6]([NH2:10])=[CH:7][CH:8]=2)[CH2:3][C:2]21[O:14][CH2:13][CH2:12][O:11]2.C(N([CH2:20][CH3:21])CC)C, predict the reaction product. The product is: [C:21]1([O:14][C:2](=[O:11])[NH:10][C:6]2[CH:5]=[C:4]3[C:9](=[CH:8][CH:7]=2)[CH2:1][C:2]2([O:11][CH2:12][CH2:13][O:14]2)[CH2:3]3)[CH:20]=[CH:6][CH:5]=[CH:4][CH:3]=1. (6) Given the reactants [CH:1]([C:3]1[S:7][C:6]([CH2:8][C:9]([O:11][CH3:12])=[O:10])=[CH:5][CH:4]=1)=[O:2].[BH4-].[Na+].C(O)(=O)C, predict the reaction product. The product is: [OH:2][CH2:1][C:3]1[S:7][C:6]([CH2:8][C:9]([O:11][CH3:12])=[O:10])=[CH:5][CH:4]=1.